From a dataset of Forward reaction prediction with 1.9M reactions from USPTO patents (1976-2016). Predict the product of the given reaction. (1) Given the reactants [I-:1].[Na+].Cl[CH2:4][CH2:5][O:6][CH2:7][CH2:8][O:9][CH:10]1[CH2:15][CH2:14][CH2:13][CH2:12][O:11]1, predict the reaction product. The product is: [I-:1].[I:1][CH2:4][CH2:5][O:6][CH2:7][CH2:8][O:9][CH:10]1[CH2:15][CH2:14][CH2:13][CH2:12][O:11]1. (2) Given the reactants F[C:2]1[C:10]([F:11])=[C:9]([F:12])[CH:8]=[CH:7][C:3]=1[C:4]([OH:6])=[O:5].[F:13][C:14]1[CH:20]=[C:19]([CH3:21])[CH:18]=[CH:17][C:15]=1[NH2:16].[Li+].C[Si]([N-][Si](C)(C)C)(C)C, predict the reaction product. The product is: [F:11][C:10]1[C:2]([NH:16][C:15]2[CH:17]=[CH:18][C:19]([CH3:21])=[CH:20][C:14]=2[F:13])=[C:3]([CH:7]=[CH:8][C:9]=1[F:12])[C:4]([OH:6])=[O:5]. (3) Given the reactants [NH:1]1[CH2:6][CH2:5][CH2:4][CH:3]([C:7]([OH:9])=[O:8])[CH2:2]1.S(Cl)([Cl:12])=O.[CH2:14](O)[CH3:15], predict the reaction product. The product is: [ClH:12].[CH2:14]([O:8][C:7]([CH:3]1[CH2:4][CH2:5][CH2:6][NH2+:1][CH2:2]1)=[O:9])[CH3:15].